From a dataset of Reaction yield outcomes from USPTO patents with 853,638 reactions. Predict the reaction yield, written as a fraction of the theoretical maximum amount of product (1.0 means a 100% yield; for example, 0.34 means a 34% yield). (1) The reactants are Cl.[NH2:2][C:3]1[C:4]2[C:14]([O:15][CH2:16][C:17]3([NH2:22])[CH2:21][CH2:20][CH2:19][CH2:18]3)=[CH:13][CH:12]=[CH:11][C:5]=2[NH:6][S:7](=[O:10])(=[O:9])[N:8]=1.C(N(CC)CC)C.[C:30](O)(=[O:37])[C:31]1[CH:36]=[CH:35][N:34]=[CH:33][CH:32]=1.CCN=C=NCCCN(C)C.C1C=CC2N(O)N=NC=2C=1. The catalyst is CN(C=O)C. The product is [NH2:2][C:3]1[C:4]2[C:14]([O:15][CH2:16][C:17]3([NH:22][C:30](=[O:37])[C:31]4[CH:36]=[CH:35][N:34]=[CH:33][CH:32]=4)[CH2:21][CH2:20][CH2:19][CH2:18]3)=[CH:13][CH:12]=[CH:11][C:5]=2[NH:6][S:7](=[O:10])(=[O:9])[N:8]=1. The yield is 0.720. (2) The reactants are [CH3:1][C:2]1([CH3:9])[CH2:7][CH2:6][C:5](=[O:8])[CH:4]=[CH:3]1. The catalyst is [Pd]. The product is [CH3:1][C:2]1([CH3:9])[CH2:7][CH2:6][C:5](=[O:8])[CH2:4][CH2:3]1. The yield is 0.640.